This data is from Catalyst prediction with 721,799 reactions and 888 catalyst types from USPTO. The task is: Predict which catalyst facilitates the given reaction. (1) Reactant: C(N(CC)CC)C.[NH:8]1[CH2:11][CH:10]([C:12]2[CH:17]=[C:16]([Cl:18])[N:15]=[C:14]([C:19]3[CH:24]=[CH:23][CH:22]=[CH:21][C:20]=3[Cl:25])[N:13]=2)[CH2:9]1.[C:26](O[C:26]([O:28][C:29]([CH3:32])([CH3:31])[CH3:30])=[O:27])([O:28][C:29]([CH3:32])([CH3:31])[CH3:30])=[O:27]. Product: [Cl:18][C:16]1[N:15]=[C:14]([C:19]2[CH:24]=[CH:23][CH:22]=[CH:21][C:20]=2[Cl:25])[N:13]=[C:12]([CH:10]2[CH2:9][N:8]([C:26]([O:28][C:29]([CH3:32])([CH3:31])[CH3:30])=[O:27])[CH2:11]2)[CH:17]=1. The catalyst class is: 1. (2) Reactant: [Cl:1][C:2]1[CH:3]=[CH:4][C:5]2[S:9][C:8]([CH2:10][O:11][C:12]3[C:13]([F:22])=[C:14]([C:18]([F:21])=[CH:19][CH:20]=3)[C:15]([NH2:17])=[O:16])=[N:7][C:6]=2[CH:23]=1.N#N.Cl.[C:27](Cl)(=[O:36])[O:28][CH:29]1[CH2:34][CH2:33][N:32]([CH3:35])[CH2:31][CH2:30]1.[H-].[Na+]. Product: [NH4+:7].[OH-:11].[Cl:1][C:2]1[CH:3]=[CH:4][C:5]2[S:9][C:8]([CH2:10][O:11][C:12]3[C:13]([F:22])=[C:14]([C:18]([F:21])=[CH:19][CH:20]=3)[C:15]([NH:17][C:27](=[O:36])[O:28][CH:29]3[CH2:34][CH2:33][N:32]([CH3:35])[CH2:31][CH2:30]3)=[O:16])=[N:7][C:6]=2[CH:23]=1. The catalyst class is: 1. (3) Reactant: C(=O)(O)[O-].[Na+].Cl.[NH2:7][OH:8].[C:9]([O:13][C:14](=[O:24])[NH:15][C:16]([C:22]#[N:23])([CH2:18][CH:19]1[CH2:21][CH2:20]1)[CH3:17])([CH3:12])([CH3:11])[CH3:10]. Product: [C:9]([O:13][C:14](=[O:24])[NH:15][C:16]([C:22](=[NH:23])[NH:7][OH:8])([CH3:17])[CH2:18][CH:19]1[CH2:20][CH2:21]1)([CH3:10])([CH3:12])[CH3:11]. The catalyst class is: 88. (4) Reactant: [OH:1][C:2]1[CH:6]=[C:5]([C:7]([O:9][CH3:10])=[O:8])[NH:4][N:3]=1.C(=O)([O-])[O-].[K+].[K+].I[CH2:18][CH2:19][CH2:20][CH3:21]. Product: [CH2:18]([O:1][C:2]1[CH:6]=[C:5]([C:7]([O:9][CH3:10])=[O:8])[NH:4][N:3]=1)[CH2:19][CH2:20][CH3:21]. The catalyst class is: 9. (5) Reactant: [CH:1]1([C:7]2[CH:12]=[CH:11][C:10]([CH:13]([CH2:30][C:31](=O)[C:32]3[CH:37]=[CH:36][C:35]([S:38][C:39]([F:42])([F:41])[F:40])=[CH:34][CH:33]=3)[C:14]([C:16]3[CH:29]=[CH:28][C:19]([C:20]([NH:22][CH2:23][CH2:24][C:25]([OH:27])=[O:26])=[O:21])=[CH:18][CH:17]=3)=O)=[CH:9][CH:8]=2)[CH2:6][CH2:5][CH2:4][CH2:3][CH2:2]1.C([O-])(=O)C.[NH4+:48]. Product: [CH:1]1([C:7]2[CH:8]=[CH:9][C:10]([C:13]3[CH:30]=[C:31]([C:32]4[CH:37]=[CH:36][C:35]([S:38][C:39]([F:42])([F:41])[F:40])=[CH:34][CH:33]=4)[NH:48][C:14]=3[C:16]3[CH:29]=[CH:28][C:19]([C:20]([NH:22][CH2:23][CH2:24][C:25]([OH:27])=[O:26])=[O:21])=[CH:18][CH:17]=3)=[CH:11][CH:12]=2)[CH2:6][CH2:5][CH2:4][CH2:3][CH2:2]1. The catalyst class is: 342. (6) Reactant: [Cl:1][C:2]1[CH:10]=[CH:9][C:5]([C:6]([OH:8])=[O:7])=[C:4]([CH3:11])[C:3]=1[SH:12].[CH3:13]O. Product: [Cl:1][C:2]1[CH:10]=[CH:9][C:5]([C:6]([O:8][CH3:13])=[O:7])=[C:4]([CH3:11])[C:3]=1[SH:12]. The catalyst class is: 445. (7) Reactant: [Br:1][C:2]1[CH:7]=[CH:6][C:5]([C:8]2[CH:13]=[CH:12][C:11]([S:14](Cl)(=[O:16])=[O:15])=[CH:10][CH:9]=2)=[CH:4][CH:3]=1.[F:18][C:19]([F:37])([S:33]([NH2:36])(=[O:35])=[O:34])[C:20]([F:32])([F:31])[C:21]([F:30])([F:29])[C:22]([F:28])([F:27])[S:23]([NH2:26])(=[O:25])=[O:24].C(N([CH2:43][CH3:44])CC)C.[OH-:45].[Na+].[Na][Na]. Product: [Br:1][C:2]1[CH:7]=[CH:6][C:5]([C:8]2[CH:13]=[CH:12][C:11]([S:14]([NH:36][S:33]([C:19]([F:18])([F:37])[C:20]([F:32])([F:31])[C:21]([F:29])([F:30])[C:22]([F:27])([F:28])[S:23]([NH:26][S:14]([C:11]3[CH:12]=[CH:13][C:8]([C:44]4[CH:43]=[CH:7][C:2]([Br:1])=[CH:3][CH:4]=4)=[CH:9][CH:10]=3)(=[O:15])=[O:45])(=[O:24])=[O:25])(=[O:35])=[O:34])(=[O:16])=[O:15])=[CH:10][CH:9]=2)=[CH:4][CH:3]=1. The catalyst class is: 192.